This data is from Reaction yield outcomes from USPTO patents with 853,638 reactions. The task is: Predict the reaction yield, written as a fraction of the theoretical maximum amount of product (1.0 means a 100% yield; for example, 0.34 means a 34% yield). The reactants are [Br:1][C:2]1[CH:3]=[CH:4][C:5]([OH:8])=[N:6][CH:7]=1.C(=O)([O-])[O-].[Cs+].[Cs+].Cl[C:16]([F:21])([F:20])C([O-])=O.[Na+]. The catalyst is CN(C)C=O.O. The product is [Br:1][C:2]1[CH:3]=[CH:4][C:5]([O:8][CH:16]([F:21])[F:20])=[N:6][CH:7]=1. The yield is 0.500.